Dataset: hERG Central: cardiac toxicity at 1µM, 10µM, and general inhibition. Task: Predict hERG channel inhibition at various concentrations. The molecule is COCCCn1c(=N)c(C(=O)NCC2CCCO2)cc2c(=O)n3ccccc3nc21. Results: hERG_inhib (hERG inhibition (general)): blocker.